The task is: Predict the reaction yield, written as a fraction of the theoretical maximum amount of product (1.0 means a 100% yield; for example, 0.34 means a 34% yield).. This data is from Reaction yield outcomes from USPTO patents with 853,638 reactions. The reactants are [CH2:1]([O:8][C:9]([N:11]1[CH2:16][CH2:15][NH:14][C@@H:13]([CH3:17])[CH2:12]1)=[O:10])[C:2]1[CH:7]=[CH:6][CH:5]=[CH:4][CH:3]=1.[NH2:18][C:19]1[NH:20][C:21](=O)[C:22]2[N:28]=[C:27]([C:29]3[CH:34]=[CH:33][C:32]([F:35])=[CH:31][CH:30]=3)[CH:26]=[CH:25][C:23]=2[N:24]=1. No catalyst specified. The product is [CH2:1]([O:8][C:9]([N:11]1[CH2:16][CH2:15][N:14]([C:21]2[C:22]3[N:28]=[C:27]([C:29]4[CH:34]=[CH:33][C:32]([F:35])=[CH:31][CH:30]=4)[CH:26]=[CH:25][C:23]=3[N:24]=[C:19]([NH2:18])[N:20]=2)[C@@H:13]([CH3:17])[CH2:12]1)=[O:10])[C:2]1[CH:3]=[CH:4][CH:5]=[CH:6][CH:7]=1. The yield is 0.210.